This data is from NCI-60 drug combinations with 297,098 pairs across 59 cell lines. The task is: Regression. Given two drug SMILES strings and cell line genomic features, predict the synergy score measuring deviation from expected non-interaction effect. Drug 2: C1CN1C2=NC(=NC(=N2)N3CC3)N4CC4. Synergy scores: CSS=44.4, Synergy_ZIP=8.08, Synergy_Bliss=16.1, Synergy_Loewe=-2.60, Synergy_HSA=5.60. Cell line: HCT-15. Drug 1: CCCCC(=O)OCC(=O)C1(CC(C2=C(C1)C(=C3C(=C2O)C(=O)C4=C(C3=O)C=CC=C4OC)O)OC5CC(C(C(O5)C)O)NC(=O)C(F)(F)F)O.